From a dataset of Reaction yield outcomes from USPTO patents with 853,638 reactions. Predict the reaction yield, written as a fraction of the theoretical maximum amount of product (1.0 means a 100% yield; for example, 0.34 means a 34% yield). (1) The reactants are [C:1]([NH:4][C@H:5]([C@H:11]1[C@H:15]([NH:16][C:17]([NH:26][C:27]([O:29][C:30]([CH3:33])([CH3:32])[CH3:31])=[O:28])=[N:18][C:19]([O:21][C:22]([CH3:25])([CH3:24])[CH3:23])=[O:20])[CH2:14][C@H:13]([C:34]([O:36][CH2:37][C@H:38]2[N:42]([C:43]([O:45][C:46]([CH3:49])([CH3:48])[CH3:47])=[O:44])[C@@H:41]([C:50]3[C:54]4[N:55]=[CH:56][N:57]=[C:58]([N:59]=[N+]=[N-])[C:53]=4[NH:52][CH:51]=3)[C@@H:40]3[O:62][C:63]([CH3:66])([CH3:65])[O:64][C@H:39]23)=[O:35])[C@H:12]1[OH:67])[CH:6]([CH2:9][CH3:10])[CH2:7][CH3:8])(=[O:3])[CH3:2]. The catalyst is CO.[Pd]. The product is [C:1]([NH:4][C@H:5]([C@H:11]1[C@H:15]([NH:16][C:17]([NH:26][C:27]([O:29][C:30]([CH3:33])([CH3:31])[CH3:32])=[O:28])=[N:18][C:19]([O:21][C:22]([CH3:23])([CH3:24])[CH3:25])=[O:20])[CH2:14][C@H:13]([C:34]([O:36][CH2:37][C@H:38]2[N:42]([C:43]([O:45][C:46]([CH3:49])([CH3:47])[CH3:48])=[O:44])[C@@H:41]([C:50]3[C:54]4[N:55]=[CH:56][N:57]=[C:58]([NH2:59])[C:53]=4[NH:52][CH:51]=3)[C@@H:40]3[O:62][C:63]([CH3:65])([CH3:66])[O:64][C@H:39]23)=[O:35])[C@H:12]1[OH:67])[CH:6]([CH2:9][CH3:10])[CH2:7][CH3:8])(=[O:3])[CH3:2]. The yield is 0.470. (2) The reactants are C([N:8]1[CH2:12][CH2:11][C:10]([CH2:18][F:19])([C:13]([O:15][CH2:16][CH3:17])=[O:14])[CH2:9]1)C1C=CC=CC=1.C([O-])=O.[NH4+]. The catalyst is CO.C(OCC)(=O)C.[Pd]. The product is [F:19][CH2:18][C:10]1([C:13]([O:15][CH2:16][CH3:17])=[O:14])[CH2:11][CH2:12][NH:8][CH2:9]1. The yield is 0.500. (3) The reactants are C1C=C[NH+]=CC=1.[O-][Cr](Cl)(=O)=O.[OH:12][C@H:13]1[CH2:17][N:16]([C:18]([O:20][C:21]([CH3:24])([CH3:23])[CH3:22])=[O:19])[C@H:15]([C:25]([O:27][CH3:28])=[O:26])[CH2:14]1.CCOC(C)=O. The catalyst is C(Cl)Cl. The product is [O:12]=[C:13]1[CH2:17][N:16]([C:18]([O:20][C:21]([CH3:22])([CH3:23])[CH3:24])=[O:19])[C@H:15]([C:25]([O:27][CH3:28])=[O:26])[CH2:14]1. The yield is 0.555. (4) The reactants are O[C:2]1([C:15]2[NH:16][C:17]([CH3:21])=[C:18]([CH3:20])[N:19]=2)[CH2:7][CH2:6][N:5]([C:8]([O:10][C:11]([CH3:14])([CH3:13])[CH3:12])=[O:9])[CH2:4][CH2:3]1.C(N(C(C)C)CC)(C)C.CS(Cl)(=O)=O.[OH-].[Na+]. The catalyst is CN(C=O)C.O. The product is [CH3:20][C:18]1[N:19]=[C:15]([C:2]2[CH2:7][CH2:6][N:5]([C:8]([O:10][C:11]([CH3:14])([CH3:13])[CH3:12])=[O:9])[CH2:4][CH:3]=2)[NH:16][C:17]=1[CH3:21]. The yield is 0.700. (5) The reactants are C([N:8]1[CH2:13][CH2:12][C:11]([S:21]([C:24]2[CH:29]=[CH:28][C:27]([C:30]3[CH:35]=[CH:34][C:33]([O:36][C:37]([F:42])([F:41])[CH:38]([F:40])[F:39])=[CH:32][CH:31]=3)=[CH:26][CH:25]=2)(=[O:23])=[O:22])([C:14]([O:16][C:17]([CH3:20])([CH3:19])[CH3:18])=[O:15])[CH2:10][CH2:9]1)C1C=CC=CC=1.C([O-])=O.[NH4+]. The catalyst is C(O)C.[Pd]. The product is [F:42][C:37]([F:41])([O:36][C:33]1[CH:34]=[CH:35][C:30]([C:27]2[CH:26]=[CH:25][C:24]([S:21]([C:11]3([C:14]([O:16][C:17]([CH3:19])([CH3:18])[CH3:20])=[O:15])[CH2:12][CH2:13][NH:8][CH2:9][CH2:10]3)(=[O:22])=[O:23])=[CH:29][CH:28]=2)=[CH:31][CH:32]=1)[CH:38]([F:39])[F:40]. The yield is 0.830. (6) The reactants are [O:1]1[CH:5]=[CH:4][CH:3]=[C:2]1[CH:6]=[C:7]([C:10]#[N:11])[C:8]#[N:9].[C:12]([O:18][CH2:19][CH3:20])(=[O:17])[CH2:13][C:14]([CH3:16])=[O:15]. The catalyst is C(O)C.N1CCCC1. The product is [NH2:9][C:8]1[O:15][C:14]([CH3:16])=[C:13]([C:12]([O:18][CH2:19][CH3:20])=[O:17])[CH:6]([C:2]2[O:1][CH:5]=[CH:4][CH:3]=2)[C:7]=1[C:10]#[N:11]. The yield is 0.550. (7) The reactants are [C:1](OC(=O)C)(=[O:3])[CH3:2].[OH:8][CH:9]([CH2:28][CH3:29])[CH2:10][C:11]1[C:19](=[O:20])[N:18]2[C:14]([NH:15][C:16]3[CH:24]=[CH:23][CH:22]=[CH:21][C:17]=32)=[C:13]([C:25]#[N:26])[C:12]=1[CH3:27].N1C=CC=CC=1. The catalyst is CN(C1C=CC=CN=1)C.C(OCC)(=O)C. The product is [C:1]([O:8][CH:9]([CH2:28][CH3:29])[CH2:10][C:11]1[C:19](=[O:20])[N:18]2[C:14]([NH:15][C:16]3[CH:24]=[CH:23][CH:22]=[CH:21][C:17]=32)=[C:13]([C:25]#[N:26])[C:12]=1[CH3:27])(=[O:3])[CH3:2]. The yield is 0.820.